This data is from Reaction yield outcomes from USPTO patents with 853,638 reactions. The task is: Predict the reaction yield, written as a fraction of the theoretical maximum amount of product (1.0 means a 100% yield; for example, 0.34 means a 34% yield). (1) The reactants are CS(Cl)(=O)=O.[CH2:6]([O:13][C@@H:14]1[C@H:19](O)[C@H:18]([CH2:21][CH3:22])[CH2:17][O:16][CH2:15]1)[C:7]1[CH:12]=[CH:11][CH:10]=[CH:9][CH:8]=1.ClCCl.[N-:26]=[N+:27]=[N-:28].[Na+]. The catalyst is N1C=CC=CC=1.C(OCC)(=O)C. The product is [N:26]([C@H:19]1[C@H:18]([CH2:21][CH3:22])[CH2:17][O:16][CH2:15][C@@H:14]1[O:13][CH2:6][C:7]1[CH:12]=[CH:11][CH:10]=[CH:9][CH:8]=1)=[N+:27]=[N-:28]. The yield is 0.810. (2) The reactants are [Cl:1][C:2]1[CH:19]=[CH:18][C:5]([CH2:6][N:7]2[C:15]3[C:10](=[CH:11][C:12]([NH2:16])=[CH:13][CH:14]=3)[CH:9]=[C:8]2[CH3:17])=[CH:4][CH:3]=1.[CH:20](=O)[CH3:21].[C:23](O[BH-](OC(=O)C)OC(=O)C)(=O)[CH3:24].[Na+]. The catalyst is ClCCCl. The product is [Cl:1][C:2]1[CH:19]=[CH:18][C:5]([CH2:6][N:7]2[C:15]3[C:10](=[CH:11][C:12]([N:16]([CH2:20][CH3:21])[CH2:23][CH3:24])=[CH:13][CH:14]=3)[CH:9]=[C:8]2[CH3:17])=[CH:4][CH:3]=1. The yield is 0.100. (3) The reactants are [C:1]([CH:5]1[CH2:13][C:12]2[C:7](=[CH:8][CH:9]=[C:10]([NH:14][C:15]([C:17]3([C:20]4[CH:30]=[CH:29][C:23]5[O:24][C:25]([F:28])([F:27])[O:26][C:22]=5[CH:21]=4)[CH2:19][CH2:18]3)=[O:16])[CH:11]=2)[N:6]1[CH2:31][CH2:32]Cl)([CH3:4])([CH3:3])[CH3:2].[C-:34]#[N:35].[Na+].O. The catalyst is CCO. The product is [C:1]([CH:5]1[CH2:13][C:12]2[C:7](=[CH:8][CH:9]=[C:10]([NH:14][C:15]([C:17]3([C:20]4[CH:30]=[CH:29][C:23]5[O:24][C:25]([F:28])([F:27])[O:26][C:22]=5[CH:21]=4)[CH2:19][CH2:18]3)=[O:16])[CH:11]=2)[N:6]1[CH2:31][CH2:32][C:34]#[N:35])([CH3:4])([CH3:3])[CH3:2]. The yield is 0.480. (4) The reactants are [F:1][C:2]1[CH:7]=[CH:6][C:5]([NH:8][C:9]([C:11]2([C:14]([NH:16][C:17]3[CH:22]=[CH:21][C:20]([O:23][C:24]4[C:33]5[C:28](=[CH:29][C:30]([O:36]CC6C=CC=CC=6)=[C:31]([O:34][CH3:35])[CH:32]=5)[N:27]=[CH:26][N:25]=4)=[C:19]([F:44])[CH:18]=3)=[O:15])[CH2:13][CH2:12]2)=[O:10])=[CH:4][CH:3]=1.C(O)(=O)C.ClCCl.CO. The catalyst is [H][H].[Pd]. The product is [F:1][C:2]1[CH:3]=[CH:4][C:5]([NH:8][C:9]([C:11]2([C:14]([NH:16][C:17]3[CH:22]=[CH:21][C:20]([O:23][C:24]4[C:33]5[C:28](=[CH:29][C:30]([OH:36])=[C:31]([O:34][CH3:35])[CH:32]=5)[N:27]=[CH:26][N:25]=4)=[C:19]([F:44])[CH:18]=3)=[O:15])[CH2:13][CH2:12]2)=[O:10])=[CH:6][CH:7]=1. The yield is 0.950. (5) The reactants are [CH3:1][S:2]([C:5]1[CH:6]=[CH:7][C:8]([N:14]2[CH2:18][CH2:17][CH2:16][CH2:15]2)=[C:9]([CH:13]=1)[C:10]([OH:12])=[O:11])(=[O:4])=[O:3].Cl[C:20]1C=CC(S(C)(=O)=O)=CC=1C(O)=O.N1CCCCC1. No catalyst specified. The product is [CH3:1][S:2]([C:5]1[CH:6]=[CH:7][C:8]([N:14]2[CH2:18][CH2:17][CH2:16][CH2:15][CH2:20]2)=[C:9]([CH:13]=1)[C:10]([OH:12])=[O:11])(=[O:3])=[O:4]. The yield is 0.780. (6) The yield is 0.800. The product is [Br:29][C:12]1[C:10]2[N:11]=[C:6]([NH:5][CH2:1][CH2:2][CH2:3][CH3:4])[N:7]=[CH:8][C:9]=2[N:14]([C:15]2[CH:16]=[CH:17][C:18]([F:21])=[CH:19][CH:20]=2)[CH:13]=1. The reactants are [CH2:1]([NH:5][C:6]1[N:7]=[CH:8][C:9]2[N:14]([C:15]3[CH:20]=[CH:19][C:18]([F:21])=[CH:17][CH:16]=3)[CH:13]=[CH:12][C:10]=2[N:11]=1)[CH2:2][CH2:3][CH3:4].C1C(=O)N([Br:29])C(=O)C1. The catalyst is CN(C=O)C.CCOC(C)=O. (7) The reactants are [Cl:1][C:2]1[CH:7]=[C:6]([Cl:8])[CH:5]=[CH:4][C:3]=1[C:9]1[N:10]=[C:11](/[CH:15]=[CH:16]/[C:17]2[CH:22]=[CH:21][C:20]([C:23]3[CH:28]=[CH:27][C:26]([O:29][CH3:30])=[CH:25][CH:24]=3)=[CH:19][CH:18]=2)[N:12]([CH3:14])[CH:13]=1.[C:31]1(O)[CH:36]=CC=C[CH:32]=1.BrCCCC#N.[NH:44]1C=[N:47][N:46]=[N:45]1. No catalyst specified. The product is [Cl:1][C:2]1[CH:7]=[C:6]([Cl:8])[CH:5]=[CH:4][C:3]=1[C:9]1[N:10]=[C:11](/[CH:15]=[CH:16]/[C:17]2[CH:22]=[CH:21][C:20]([C:23]3[CH:24]=[CH:25][C:26]([O:29][CH2:30][CH2:32][CH2:31][C:36]4[NH:47][N:46]=[N:45][N:44]=4)=[CH:27][CH:28]=3)=[CH:19][CH:18]=2)[N:12]([CH3:14])[CH:13]=1. The yield is 0.210. (8) The reactants are [N:1]1[CH:6]=[CH:5][CH:4]=[CH:3][C:2]=1[S:7][S:8][CH2:9][CH2:10][CH2:11][C:12]([OH:14])=[O:13].[S:15](Cl)(=[O:18])(=[O:17])[OH:16].CCN(C(C)C)C(C)C. The catalyst is ClCCCl. The product is [N:1]1[CH:6]=[CH:5][CH:4]=[CH:3][C:2]=1[S:7][S:8][CH2:9][CH2:10][CH:11]([S:15]([OH:18])(=[O:17])=[O:16])[C:12]([OH:14])=[O:13]. The yield is 0.487. (9) No catalyst specified. The yield is 0.340. The product is [F:20][CH2:21][CH2:22][NH:23][C:2]1[CH:7]=[CH:6][N:5]2[CH:8]=[C:9]([C:11]3[CH:16]=[CH:15][C:14]([O:17][CH3:18])=[CH:13][CH:12]=3)[N:10]=[C:4]2[CH:3]=1. The reactants are Br[C:2]1[CH:7]=[CH:6][N:5]2[CH:8]=[C:9]([C:11]3[CH:16]=[CH:15][C:14]([O:17][CH3:18])=[CH:13][CH:12]=3)[N:10]=[C:4]2[CH:3]=1.Cl.[F:20][CH2:21][CH2:22][NH2:23]. (10) The reactants are [CH:1]1([C:4]2[NH:25][C:7]3[N:8]=[N:9][C:10]([C:12]#[C:13][CH2:14][CH2:15][N:16]4[CH:20]=[C:19]([C:21]([O:23][CH3:24])=[O:22])[N:18]=[N:17]4)=[CH:11][C:6]=3[CH:5]=2)[CH2:3][CH2:2]1.C(O)C. The catalyst is [Pd].CN(C=O)C. The product is [CH:1]1([C:4]2[NH:25][C:7]3[N:8]=[N:9][C:10]([CH2:12][CH2:13][CH2:14][CH2:15][N:16]4[CH:20]=[C:19]([C:21]([O:23][CH3:24])=[O:22])[N:18]=[N:17]4)=[CH:11][C:6]=3[CH:5]=2)[CH2:3][CH2:2]1. The yield is 0.990.